Dataset: Forward reaction prediction with 1.9M reactions from USPTO patents (1976-2016). Task: Predict the product of the given reaction. (1) Given the reactants [F:1][C:2]1[CH:3]=[CH:4][C:5](I)=[C:6]([CH:10]=1)[C:7]([OH:9])=[O:8].[N:12]1[NH:13][N:14]=[CH:15][CH:16]=1.C([O-])([O-])=O.[Cs+].[Cs+].CN(C)[C@@H]1CCCC[C@H]1N, predict the reaction product. The product is: [F:1][C:2]1[CH:3]=[CH:4][C:5]([N:13]2[N:14]=[CH:15][CH:16]=[N:12]2)=[C:6]([CH:10]=1)[C:7]([OH:9])=[O:8]. (2) Given the reactants Cl[C:2]1[CH:3]=[N:4][CH:5]=[C:6]([CH3:19])[C:7]=1[C:8]1[O:12][N:11]=[C:10]([C:13]2[CH:18]=[CH:17][CH:16]=[CH:15][N:14]=2)[N:9]=1.B1([C:26]2[CH:31]=[CH:30][CH:29]=[N:28][CH:27]=2)OCCCO1.COCCOC.C(=O)([O-])[O-].[Na+].[Na+], predict the reaction product. The product is: [CH3:19][C:6]1[CH:5]=[N:4][CH:3]=[C:2]([C:26]2[CH:27]=[N:28][CH:29]=[CH:30][CH:31]=2)[C:7]=1[C:8]1[O:12][N:11]=[C:10]([C:13]2[CH:18]=[CH:17][CH:16]=[CH:15][N:14]=2)[N:9]=1. (3) Given the reactants [Br:1][C:2]1[CH:3]=[CH:4][C:5]([NH2:8])=[N:6][CH:7]=1.CO[CH:11](OC)[N:12]([CH3:14])[CH3:13], predict the reaction product. The product is: [Br:1][C:2]1[CH:3]=[CH:4][C:5]([N:8]=[CH:11][N:12]([CH3:14])[CH3:13])=[N:6][CH:7]=1. (4) Given the reactants C([N:4]1[C:12]2[C:7](=[CH:8][C:9]([O:21][CH3:22])=[C:10]([N:13]3[CH2:18][C@H:17]([CH3:19])[NH:16][C@H:15]([CH3:20])[CH2:14]3)[CH:11]=2)[CH2:6][CH2:5]1)(=O)C.C([O-])([O-])=O.[K+].[K+], predict the reaction product. The product is: [CH3:20][C@H:15]1[NH:16][C@@H:17]([CH3:19])[CH2:18][N:13]([C:10]2[CH:11]=[C:12]3[C:7]([CH2:6][CH2:5][NH:4]3)=[CH:8][C:9]=2[O:21][CH3:22])[CH2:14]1. (5) Given the reactants [Br:1][C:2]1[CH:8]=[CH:7][C:5]([NH2:6])=[CH:4][C:3]=1[F:9].C1C(=O)N([I:17])C(=O)C1.[OH-].[Na+].CCOC(C)=O, predict the reaction product. The product is: [Br:1][C:2]1[C:3]([F:9])=[CH:4][C:5]([NH2:6])=[C:7]([I:17])[CH:8]=1.